This data is from Retrosynthesis with 50K atom-mapped reactions and 10 reaction types from USPTO. The task is: Predict the reactants needed to synthesize the given product. (1) Given the product CCS(=O)(=O)N1CCC(c2c[nH]c3c(C(N)=O)cc(-c4csc(C(=O)C(C)C)c4)cc23)CC1, predict the reactants needed to synthesize it. The reactants are: CC(C)C(=O)c1cc(Br)cs1.CCS(=O)(=O)N1CCC(c2c[nH]c3c(C(N)=O)cc(B4OC(C)(C)C(C)(C)O4)cc23)CC1. (2) Given the product COc1cc(-c2cc(Br)cnc2F)c(N)cn1, predict the reactants needed to synthesize it. The reactants are: COc1cc(I)c(N)cn1.OB(O)c1cc(Br)cnc1F. (3) Given the product CCOC(=O)C(C)(C)N1CCCC1, predict the reactants needed to synthesize it. The reactants are: C1CCNC1.CCOC(=O)C(C)(C)Br. (4) Given the product Cc1cc(/C=N/[S@@](=O)C(C)(C)C)ncc1OCCC(F)(F)F, predict the reactants needed to synthesize it. The reactants are: CC(C)(C)[S@](N)=O.Cc1cc(C=O)ncc1OCCC(F)(F)F. (5) Given the product C[C@H]1CN(c2c(CO[Si](c3ccccc3)(c3ccccc3)C(C)(C)C)nc3c(C(=O)NCC(C)(C)C)noc3c2Cl)C[C@@H](C)O1, predict the reactants needed to synthesize it. The reactants are: CC(C)(C)CN.CCOC(=O)c1noc2c(Cl)c(N3C[C@H](C)O[C@H](C)C3)c(CO[Si](c3ccccc3)(c3ccccc3)C(C)(C)C)nc12. (6) Given the product O=C(O)C(F)(F)F, predict the reactants needed to synthesize it. The reactants are: CCC[C@H](C)Oc1nc(N)c2nc(OC)n(C3CCCCO3)c2n1. (7) Given the product CN(N=Cc1ccc([N+](=O)[O-])cc1)C1=NOCc2ccc(Cl)cc21, predict the reactants needed to synthesize it. The reactants are: CN(N)C1=NOCc2ccc(Cl)cc21.O=Cc1ccc([N+](=O)[O-])cc1. (8) The reactants are: COc1cccc(S(=O)(=O)NCCC(=O)N2CCc3ncn(C)c3C2c2ccc(C#N)c(F)c2)c1. Given the product Cn1cnc2c1C(c1ccc(C#N)c(F)c1)N(C(=O)CCNS(=O)(=O)c1cccc(O)c1)CC2, predict the reactants needed to synthesize it.